Dataset: Reaction yield outcomes from USPTO patents with 853,638 reactions. Task: Predict the reaction yield, written as a fraction of the theoretical maximum amount of product (1.0 means a 100% yield; for example, 0.34 means a 34% yield). (1) The reactants are [CH3:1][O:2][C:3]1[CH:8]=[CH:7][C:6]([C:9]2([C:12]([OH:14])=[O:13])[CH2:11][CH2:10]2)=[CH:5][CH:4]=1.O.[C:16]1(C)C=CC(S(O)(=O)=O)=CC=1. The catalyst is CO. The product is [CH3:16][O:13][C:12]([C:9]1([C:6]2[CH:5]=[CH:4][C:3]([O:2][CH3:1])=[CH:8][CH:7]=2)[CH2:10][CH2:11]1)=[O:14]. The yield is 0.990. (2) The reactants are C(OP([CH2:9][C:10]1[CH:15]=[CH:14][C:13]([N+:16]([O-])=O)=[CH:12][CH:11]=1)(=O)OCC)C.[CH3:19][O:20][C:21]1[CH:28]=[CH:27][C:24]([CH:25]=O)=[CH:23][CH:22]=1. No catalyst specified. The product is [CH3:19][O:20][C:21]1[CH:28]=[CH:27][C:24]([CH:25]=[CH:9][C:10]2[CH:11]=[CH:12][C:13]([NH2:16])=[CH:14][CH:15]=2)=[CH:23][CH:22]=1. The yield is 0.690.